Task: Predict the reactants needed to synthesize the given product.. Dataset: Full USPTO retrosynthesis dataset with 1.9M reactions from patents (1976-2016) (1) Given the product [F:11][C:9]1[CH:10]=[C:2]2[C:3]([C:4](=[O:5])[NH:19][CH:17]=[N:1]2)=[CH:7][CH:8]=1, predict the reactants needed to synthesize it. The reactants are: [NH2:1][C:2]1[CH:10]=[C:9]([F:11])[CH:8]=[CH:7][C:3]=1[C:4](O)=[O:5].C(OCC)C.[CH:17]([NH2:19])=O. (2) Given the product [CH3:10][O:11][C:12]1[CH:13]=[C:14]([NH:15][C:3]2[NH:4][CH:5]=[CH:6][C:7](=[O:9])[N:8]=2)[CH:16]=[CH:17][C:18]=1[O:19][CH3:20], predict the reactants needed to synthesize it. The reactants are: CS[C:3]1[NH:4][CH:5]=[CH:6][C:7](=[O:9])[N:8]=1.[CH3:10][O:11][C:12]1[CH:13]=[C:14]([CH:16]=[CH:17][C:18]=1[O:19][CH3:20])[NH2:15].[CH3:10][O:11][C:12]1[CH:13]=[C:14]([NH2:15])[CH:16]=[CH:17][C:18]=1[O:19][CH3:20]. (3) The reactants are: Cl[C:2]1[C:11]2[C:6](=[CH:7][C:8]([C:12]([N:14]3[CH2:19][CH2:18][CH2:17][CH2:16][CH:15]3[CH2:20][NH:21]C(OC(C)(C)C)=O)=[O:13])=[CH:9][CH:10]=2)[N:5]=[CH:4][N:3]=1.[NH2:29][CH2:30][C:31]1[CH:32]=[C:33]([CH:37]=[CH:38][CH:39]=1)[C:34]([NH2:36])=[NH:35].C(N(C(C)C)CC)(C)C.FC(F)(F)C(O)=O. Given the product [NH2:21][CH2:20][CH:15]1[CH2:16][CH2:17][CH2:18][CH2:19][N:14]1[C:12]([C:8]1[CH:7]=[C:6]2[C:11]([C:2]([NH:29][CH2:30][C:31]3[CH:32]=[C:33]([CH:37]=[CH:38][CH:39]=3)[C:34]([NH2:36])=[NH:35])=[N:3][CH:4]=[N:5]2)=[CH:10][CH:9]=1)=[O:13], predict the reactants needed to synthesize it. (4) The reactants are: [CH:1]1([C:4]2[CH:5]=[C:6]([C:13]([O:15]CC)=[O:14])[C:7]3[CH:12]=[N:11][NH:10][C:8]=3[N:9]=2)[CH2:3][CH2:2]1.[H-].[Na+].I[CH2:21][CH2:22][CH3:23].[OH-].[Na+]. Given the product [CH:1]1([C:4]2[CH:5]=[C:6]([C:13]([OH:15])=[O:14])[C:7]3[CH:12]=[N:11][N:10]([CH2:21][CH2:22][CH3:23])[C:8]=3[N:9]=2)[CH2:2][CH2:3]1, predict the reactants needed to synthesize it. (5) Given the product [I-:46].[CH3:7][O:8][C:9]1[CH:10]=[C:11]([CH2:17][C@:18]2([CH2:32][CH2:33][C:34]([O:36][CH3:37])=[O:35])[C:27]3[C:22](=[CH:23][C:24]([O:30][CH3:31])=[C:25]([O:28][CH3:29])[CH:26]=3)[CH2:21][CH2:20][NH+:19]2[CH3:1])[CH:12]=[CH:13][C:14]=1[O:15][CH3:16], predict the reactants needed to synthesize it. The reactants are: [C:1](O)(=O)C(O)=O.[CH3:7][O:8][C:9]1[CH:10]=[C:11]([CH2:17][C@:18]2([CH2:32][CH2:33][C:34]([O:36][CH3:37])=[O:35])[C:27]3[C:22](=[CH:23][C:24]([O:30][CH3:31])=[C:25]([O:28][CH3:29])[CH:26]=3)[CH2:21][CH2:20][NH:19]2)[CH:12]=[CH:13][C:14]=1[O:15][CH3:16].C(=O)(O)[O-].[Na+].ClCCl.[I:46]C. (6) Given the product [Br:17][C:18]1[CH:23]=[CH:22][C:21]([O:24][CH2:2][C:3]2[C:8]([CH3:9])=[CH:7][CH:6]=[CH:5][C:4]=2[N:10]2[C:14](=[O:15])[N:13]([CH3:16])[N:12]=[N:11]2)=[CH:20][C:19]=1[CH3:25], predict the reactants needed to synthesize it. The reactants are: Br[CH2:2][C:3]1[C:8]([CH3:9])=[CH:7][CH:6]=[CH:5][C:4]=1[N:10]1[C:14](=[O:15])[N:13]([CH3:16])[N:12]=[N:11]1.[Br:17][C:18]1[CH:23]=[CH:22][C:21]([OH:24])=[CH:20][C:19]=1[CH3:25].C(=O)([O-])[O-].[K+].[K+].C(#N)C.